This data is from Full USPTO retrosynthesis dataset with 1.9M reactions from patents (1976-2016). The task is: Predict the reactants needed to synthesize the given product. (1) Given the product [Cl:1][C:2]1[C:3]([F:42])=[C:4]([C@@H:8]2[C@:12]([C:15]3[CH:20]=[CH:19][C:18]([Cl:21])=[CH:17][C:16]=3[F:22])([C:13]#[N:14])[C@H:11]([CH2:23][C:24]([CH3:26])([CH3:27])[CH3:25])[N:10]([C:44](=[O:45])[NH:43][CH2:46][C:47]([O:49][CH2:50][CH3:51])=[O:48])[C@H:9]2[C:28]([NH:30][C:31]2[CH:39]=[CH:38][C:34]([C:35]([OH:37])=[O:36])=[CH:33][C:32]=2[O:40][CH3:41])=[O:29])[CH:5]=[CH:6][CH:7]=1, predict the reactants needed to synthesize it. The reactants are: [Cl:1][C:2]1[C:3]([F:42])=[C:4]([C@@H:8]2[C@:12]([C:15]3[CH:20]=[CH:19][C:18]([Cl:21])=[CH:17][C:16]=3[F:22])([C:13]#[N:14])[C@H:11]([CH2:23][C:24]([CH3:27])([CH3:26])[CH3:25])[NH:10][C@H:9]2[C:28]([NH:30][C:31]2[CH:39]=[CH:38][C:34]([C:35]([OH:37])=[O:36])=[CH:33][C:32]=2[O:40][CH3:41])=[O:29])[CH:5]=[CH:6][CH:7]=1.[N:43]([CH2:46][C:47]([O:49][CH2:50][CH3:51])=[O:48])=[C:44]=[O:45].O. (2) Given the product [CH3:9][C:5]1[C:6]([NH2:8])=[N:7][C:2]([NH:25][C:21]2[CH:22]=[CH:23][CH:24]=[C:19]([S:16]([N:10]3[CH2:15][CH2:14][CH2:13][CH2:12][CH2:11]3)(=[O:18])=[O:17])[CH:20]=2)=[N:3][CH:4]=1, predict the reactants needed to synthesize it. The reactants are: Cl[C:2]1[N:7]=[C:6]([NH2:8])[C:5]([CH3:9])=[CH:4][N:3]=1.[N:10]1([S:16]([C:19]2[CH:20]=[C:21]([NH2:25])[CH:22]=[CH:23][CH:24]=2)(=[O:18])=[O:17])[CH2:15][CH2:14][CH2:13][CH2:12][CH2:11]1. (3) Given the product [Cl:3][C:4]1[CH:9]=[CH:8][C:7]([N+:10]([O-:12])=[O:11])=[CH:6][C:5]=1[C:17]1[C:22]2[CH:23]=[CH:24][S:25][C:21]=2[CH:20]=[CH:19][N:18]=1, predict the reactants needed to synthesize it. The reactants are: [OH-].[Li+].[Cl:3][C:4]1[CH:9]=[CH:8][C:7]([N+:10]([O-:12])=[O:11])=[CH:6][C:5]=1B(O)O.Cl[C:17]1[C:22]2[CH:23]=[CH:24][S:25][C:21]=2[CH:20]=[CH:19][N:18]=1. (4) Given the product [CH2:1]([N:8]1[CH2:12][CH:11]([C:13]([N:40]2[CH2:39][CH2:38][CH:37]([C:31]3[CH:36]=[CH:35][CH:34]=[CH:33][CH:32]=3)[CH2:42][CH2:41]2)=[O:14])[C:10]2([C:24]3[C:19](=[CH:20][CH:21]=[CH:22][CH:23]=3)[CH2:18][CH2:17][CH2:16]2)[CH2:9]1)[C:2]1[CH:7]=[CH:6][CH:5]=[CH:4][CH:3]=1, predict the reactants needed to synthesize it. The reactants are: [CH2:1]([N:8]1[CH2:12][CH:11]([C:13](O)=[O:14])[C:10]2([C:24]3[C:19](=[CH:20][CH:21]=[CH:22][CH:23]=3)[CH2:18][CH2:17][CH2:16]2)[CH2:9]1)[C:2]1[CH:7]=[CH:6][CH:5]=[CH:4][CH:3]=1.C(Cl)(=O)C(Cl)=O.[C:31]1([CH:37]2[CH2:42][CH2:41][NH:40][CH2:39][CH2:38]2)[CH:36]=[CH:35][CH:34]=[CH:33][CH:32]=1.C(N(CC)CC)C. (5) Given the product [C:1]([O:7][C@H:8]([C@@H:30]([NH:38][C:39](=[O:49])[C@H:40]([CH:46]([CH3:48])[CH3:47])[NH:41][C:42]([O:44][CH3:45])=[O:43])[CH2:31][C:32]1[CH:33]=[CH:34][CH:35]=[CH:36][CH:37]=1)[CH2:9][N:10]([CH2:23][CH:24]1[CH2:29][CH2:28][CH2:27][CH2:26][CH2:25]1)[NH:11][C:12](=[O:22])[C@H:13]([CH:19]([CH3:20])[CH3:21])[NH:14][C:15]([O:17][CH3:18])=[O:16])(=[O:5])[CH2:2][CH2:3][CH3:4], predict the reactants needed to synthesize it. The reactants are: [C:1](Cl)(=[O:5])[CH2:2][CH2:3][CH3:4].[OH:7][C@H:8]([C@@H:30]([NH:38][C:39](=[O:49])[C@H:40]([CH:46]([CH3:48])[CH3:47])[NH:41][C:42]([O:44][CH3:45])=[O:43])[CH2:31][C:32]1[CH:37]=[CH:36][CH:35]=[CH:34][CH:33]=1)[CH2:9][N:10]([CH2:23][CH:24]1[CH2:29][CH2:28][CH2:27][CH2:26][CH2:25]1)[NH:11][C:12](=[O:22])[C@H:13]([CH:19]([CH3:21])[CH3:20])[NH:14][C:15]([O:17][CH3:18])=[O:16]. (6) Given the product [Cl:1][C:2]1[CH:3]=[C:4]2[C:8](=[CH:9][CH:10]=1)[NH:7][C:6]([C:11]([NH:14][C:15]1[CH:16]=[CH:17][C:18]3[O:24][CH2:23][CH2:22][NH:21][C:20](=[O:25])[C:19]=3[CH:26]=1)=[O:13])=[CH:5]2, predict the reactants needed to synthesize it. The reactants are: [Cl:1][C:2]1[CH:3]=[C:4]2[C:8](=[CH:9][CH:10]=1)[NH:7][C:6]([C:11]([OH:13])=O)=[CH:5]2.[NH2:14][C:15]1[CH:16]=[CH:17][C:18]2[O:24][CH2:23][CH2:22][NH:21][C:20](=[O:25])[C:19]=2[CH:26]=1.CCCP(O)(O)=O.C(OCC)(=O)C.C(N(CC)C(C)C)(C)C.